Dataset: Full USPTO retrosynthesis dataset with 1.9M reactions from patents (1976-2016). Task: Predict the reactants needed to synthesize the given product. (1) The reactants are: [CH3:1][O:2][C:3](=[O:31])[CH2:4][CH2:5][CH2:6][C:7]1([C:25]2[CH:30]=[CH:29][CH:28]=[CH:27][CH:26]=2)[N:11]([C:12](=[O:17])[C:13]([CH3:16])([CH3:15])[CH3:14])[N:10]=[C:9]([NH:18]C(=O)C(C)(C)C)[S:8]1.[BH4-].[Na+]. Given the product [CH3:1][O:2][C:3](=[O:31])[CH2:4][CH2:5][CH2:6][C:7]1([C:25]2[CH:26]=[CH:27][CH:28]=[CH:29][CH:30]=2)[N:11]([C:12](=[O:17])[C:13]([CH3:16])([CH3:15])[CH3:14])[N:10]=[C:9]([NH2:18])[S:8]1, predict the reactants needed to synthesize it. (2) Given the product [Cl:2][CH2:6][C:7]1[CH:8]=[CH:9][C:10]2[C:19]([N:20]=1)=[C:18]1[N:21]=[CH:22][CH:23]=[CH:24][C:17]1=[C:16]1[C:11]=2[N:12]=[C:13]([C:30]([O:32][CH2:33][CH3:34])=[O:31])[C:14]([C:25]([O:27][CH2:28][CH3:29])=[O:26])=[N:15]1, predict the reactants needed to synthesize it. The reactants are: P(Cl)(Cl)[Cl:2].O[CH2:6][C:7]1[CH:8]=[CH:9][C:10]2[C:19]([N:20]=1)=[C:18]1[N:21]=[CH:22][CH:23]=[CH:24][C:17]1=[C:16]1[C:11]=2[N:12]=[C:13]([C:30]([O:32][CH2:33][CH3:34])=[O:31])[C:14]([C:25]([O:27][CH2:28][CH3:29])=[O:26])=[N:15]1. (3) The reactants are: [O:1]1[CH2:6][CH2:5][N:4]([C:7]2[C:8]3[N:9]([CH:24]=[C:25]([CH:27]=[CH:28][C:29]4[CH:38]=[CH:37][C:36]5[C:31](=[CH:32][CH:33]=[CH:34][CH:35]=5)[N:30]=4)[N:26]=3)[C:10]([C:13]3[CH:14]=[CH:15][C:16](/[C:19](=[N:22]\[H])/[NH:20][NH2:21])=[N:17][CH:18]=3)=[CH:11][N:12]=2)[CH2:3][CH2:2]1.O.[C:40]([O-])(O)=O.[Na+]. Given the product [N:21]1[NH:20][C:19]([C:16]2[N:17]=[CH:18][C:13]([C:10]3[N:9]4[CH:24]=[C:25](/[CH:27]=[CH:28]/[C:29]5[CH:38]=[CH:37][C:36]6[C:31](=[CH:32][CH:33]=[CH:34][CH:35]=6)[N:30]=5)[N:26]=[C:8]4[C:7]([N:4]4[CH2:5][CH2:6][O:1][CH2:2][CH2:3]4)=[N:12][CH:11]=3)=[CH:14][CH:15]=2)=[N:22][CH:40]=1, predict the reactants needed to synthesize it. (4) Given the product [NH2:1][C:2]1[N:7]=[CH:6][C:5]([C:8]2[N:9]=[C:10]([N:20]3[CH2:21][CH2:22][O:23][CH2:24][CH2:25]3)[C:11]3[S:16][C:15]([C:17]([NH:34][CH2:33][CH2:32][N:26]4[CH2:31][CH2:30][CH2:29][CH2:28][CH2:27]4)=[O:18])=[CH:14][C:12]=3[N:13]=2)=[CH:4][N:3]=1, predict the reactants needed to synthesize it. The reactants are: [NH2:1][C:2]1[N:7]=[CH:6][C:5]([C:8]2[N:9]=[C:10]([N:20]3[CH2:25][CH2:24][O:23][CH2:22][CH2:21]3)[C:11]3[S:16][C:15]([C:17](O)=[O:18])=[CH:14][C:12]=3[N:13]=2)=[CH:4][N:3]=1.[N:26]1([CH2:32][CH2:33][NH2:34])[CH2:31][CH2:30][CH2:29][CH2:28][CH2:27]1. (5) Given the product [Cl:1][C:2]1[CH:7]=[CH:6][CH:5]=[C:4]([F:8])[C:3]=1[C@@H:9]1[CH2:11][C@H:10]1[CH:12]([N:14]([O:15][CH3:16])[C:31]([C:30]1[C:26]([CH:25]([F:35])[F:24])=[N:27][N:28]([CH3:34])[CH:29]=1)=[O:32])[CH3:13], predict the reactants needed to synthesize it. The reactants are: [Cl:1][C:2]1[CH:7]=[CH:6][CH:5]=[C:4]([F:8])[C:3]=1[C@@H:9]1[CH2:11][C@H:10]1[CH:12]([NH:14][O:15][CH3:16])[CH3:13].C(N(CC)CC)C.[F:24][CH:25]([F:35])[C:26]1[C:30]([C:31](Cl)=[O:32])=[CH:29][N:28]([CH3:34])[N:27]=1. (6) Given the product [CH2:13]([C:10]1([C:20]2[CH:21]=[C:22]3[CH:28]=[CH:27][NH:26][C:23]3=[N:24][CH:25]=2)[CH2:11][CH2:12][NH:8][CH2:9]1)[C:14]1[CH:15]=[CH:16][CH:17]=[CH:18][CH:19]=1, predict the reactants needed to synthesize it. The reactants are: C([N:8]1[CH2:12][CH2:11][C:10]([C:20]2[CH:21]=[C:22]3[CH:28]=[CH:27][NH:26][C:23]3=[N:24][CH:25]=2)([CH2:13][C:14]2[CH:19]=[CH:18][CH:17]=[CH:16][CH:15]=2)[CH2:9]1)C1C=CC=CC=1. (7) Given the product [CH2:12]([N:1]1[C:5]2[C:4](=[N:9][CH:8]=[CH:7][CH:6]=2)[N:3]=[CH:2]1)[CH3:13], predict the reactants needed to synthesize it. The reactants are: [N:1]1[C:5]2[CH:6]=[CH:7][CH:8]=[N:9][C:4]=2[NH:3][CH:2]=1.[H-].[Na+].[CH2:12](OS(OCC)(=O)=O)[CH3:13]. (8) Given the product [Cl:26][C:6]1[CH:5]=[N:4][CH:3]=[C:2]([Cl:1])[C:7]=1[NH:8][C:9]1[NH:10][C:11]2[C:17]3[CH2:18][C:19]([CH3:22])([CH3:21])[O:20][C:16]=3[C:15]([C:23]([NH:65][CH2:64][C:59]3[CH:60]=[CH:61][CH:62]=[CH:63][C:58]=3[C:57]([F:56])([F:66])[F:67])=[O:25])=[CH:14][C:12]=2[N:13]=1, predict the reactants needed to synthesize it. The reactants are: [Cl:1][C:2]1[CH:3]=[N:4][CH:5]=[C:6]([Cl:26])[C:7]=1[NH:8][C:9]1[NH:10][C:11]2[C:17]3[CH2:18][C:19]([CH3:22])([CH3:21])[O:20][C:16]=3[C:15]([C:23]([OH:25])=O)=[CH:14][C:12]=2[N:13]=1.F[B-](F)(F)F.N1(OC(N(C)C)=[N+](C)C)C2C=CC=CC=2N=N1.CN1CCOCC1.[F:56][C:57]([F:67])([F:66])[C:58]1[CH:63]=[CH:62][CH:61]=[CH:60][C:59]=1[CH2:64][NH2:65]. (9) Given the product [C:14]([C:11]1[O:10][N:9]=[C:8]([NH2:7])[C:12]=1[F:13])([CH3:17])([CH3:15])[CH3:16], predict the reactants needed to synthesize it. The reactants are: C(OC(=O)[NH:7][C:8]1[C:12]([F:13])=[C:11]([C:14]([CH3:17])([CH3:16])[CH3:15])[O:10][N:9]=1)(C)(C)C.C(=O)(O)[O-].[Na+]. (10) Given the product [CH3:24][C:21]1[CH:20]=[CH:19][C:18]([S:15]([O:14][CH2:13][CH:10]2[O:9][C:8]3=[C:25]4[C:4](=[CH:5][CH:6]=[C:7]3[O:12][CH2:11]2)[NH:1][C:27]([CH2:28][CH3:29])=[CH:26]4)(=[O:17])=[O:16])=[CH:23][CH:22]=1, predict the reactants needed to synthesize it. The reactants are: [N+:1]([C:4]1[CH:5]=[CH:6][C:7]2[O:12][CH2:11][C@H:10]([CH2:13][O:14][S:15]([C:18]3[CH:23]=[CH:22][C:21]([CH3:24])=[CH:20][CH:19]=3)(=[O:17])=[O:16])[O:9][C:8]=2[C:25]=1[CH:26]=[C:27]([N+]([O-])=O)[CH2:28][CH3:29])([O-])=O.[H][H].